This data is from Forward reaction prediction with 1.9M reactions from USPTO patents (1976-2016). The task is: Predict the product of the given reaction. (1) Given the reactants [CH2:1]([O:8][C:9]1[CH:10]=[N:11][CH:12]=[C:13](Br)[CH:14]=1)[C:2]1[CH:7]=[CH:6][CH:5]=[CH:4][CH:3]=1.[CH2:16]1[C@@H:20]2[CH2:21][NH:22][CH2:23][C@@H:19]2[CH2:18][N:17]1[C:24]([O:26][C:27]([CH3:30])([CH3:29])[CH3:28])=[O:25], predict the reaction product. The product is: [CH2:1]([O:8][C:9]1[CH:14]=[C:13]([N:22]2[CH2:21][C@@H:20]3[CH2:16][N:17]([C:24]([O:26][C:27]([CH3:30])([CH3:29])[CH3:28])=[O:25])[CH2:18][C@@H:19]3[CH2:23]2)[CH:12]=[N:11][CH:10]=1)[C:2]1[CH:7]=[CH:6][CH:5]=[CH:4][CH:3]=1. (2) Given the reactants [Cl:1][C:2]1[CH:3]=[C:4]([CH:7]=[C:8]([O:10][C:11]2[C:16](=[O:17])[N:15]([CH2:18][C:19]3[N:20]=[N:21][C:22]([O:30]C)=[C:23]([CH:25]([CH:27]4[CH2:29][CH2:28]4)[OH:26])[CH:24]=3)[CH:14]=[N:13][C:12]=2[C:32]([F:35])([F:34])[F:33])[CH:9]=1)[C:5]#[N:6].[Li+].[Cl-], predict the reaction product. The product is: [Cl:1][C:2]1[CH:3]=[C:4]([CH:7]=[C:8]([O:10][C:11]2[C:16](=[O:17])[N:15]([CH2:18][C:19]3[CH:24]=[C:23]([CH:25]([CH:27]4[CH2:28][CH2:29]4)[OH:26])[C:22](=[O:30])[NH:21][N:20]=3)[CH:14]=[N:13][C:12]=2[C:32]([F:34])([F:35])[F:33])[CH:9]=1)[C:5]#[N:6]. (3) The product is: [C:4]([O:3][C:1]([N:8]1[CH2:13][C@@H:12]2[CH2:14][C@H:9]1[CH2:10][N:11]2[C:18]1[C:19]2[N:25]=[C:24]([C:26]3[CH:31]=[CH:30][C:29]([F:32])=[CH:28][CH:27]=3)[CH:23]=[CH:22][C:20]=2[N:21]=[C:16]([NH2:15])[N:17]=1)=[O:2])([CH3:7])([CH3:6])[CH3:5]. Given the reactants [C:1]([N:8]1[CH2:13][C@@H:12]2[CH2:14][C@H:9]1[CH2:10][NH:11]2)([O:3][C:4]([CH3:7])([CH3:6])[CH3:5])=[O:2].[NH2:15][C:16]1[NH:17][C:18](=O)[C:19]2[N:25]=[C:24]([C:26]3[CH:31]=[CH:30][C:29]([F:32])=[CH:28][CH:27]=3)[CH:23]=[CH:22][C:20]=2[N:21]=1, predict the reaction product. (4) Given the reactants [CH3:1][N:2]1[CH2:7][CH2:6][CH:5]([NH2:8])[CH2:4][CH2:3]1.[H-].[Na+].[Br:11][C:12]1[CH:13]=[C:14]2[C:19](=[CH:20][CH:21]=1)[N:18]=[C:17](I)[N:16]=[CH:15]2, predict the reaction product. The product is: [Br:11][C:12]1[CH:13]=[C:14]2[C:19](=[CH:20][CH:21]=1)[N:18]=[C:17]([NH:8][CH:5]1[CH2:6][CH2:7][N:2]([CH3:1])[CH2:3][CH2:4]1)[N:16]=[CH:15]2.